This data is from Reaction yield outcomes from USPTO patents with 853,638 reactions. The task is: Predict the reaction yield, written as a fraction of the theoretical maximum amount of product (1.0 means a 100% yield; for example, 0.34 means a 34% yield). (1) The reactants are C(Cl)(=O)OC(C)C.[O:8]1[CH:12]=[CH:11][CH:10]=[C:9]1[C:13]([NH:15][C:16]1([C:22]([NH:24][C@H:25]([C:29](O)=[O:30])[CH:26]([CH3:28])[CH3:27])=[O:23])[CH2:21][CH2:20][CH2:19][CH2:18][CH2:17]1)=[O:14].C(N(CC)CC)C.[BH4-].[Na+]. The catalyst is O1CCCC1.O.C(OCC)(=O)C. The product is [O:8]1[CH:12]=[CH:11][CH:10]=[C:9]1[C:13]([NH:15][C:16]1([C:22]([NH:24][C@H:25]([CH2:29][OH:30])[CH:26]([CH3:28])[CH3:27])=[O:23])[CH2:21][CH2:20][CH2:19][CH2:18][CH2:17]1)=[O:14]. The yield is 0.160. (2) The reactants are Br[C:2]1[CH:7]=[C:6]([CH3:8])[CH:5]=[CH:4][C:3]=1[NH2:9].[C:10]1(B(O)O)[CH:15]=[CH:14][CH:13]=[CH:12][CH:11]=1.C(=O)([O-])[O-].[Na+].[Na+].O. The catalyst is COCCOC. The product is [C:10]1([C:2]2[CH:7]=[C:6]([CH3:8])[CH:5]=[CH:4][C:3]=2[NH2:9])[CH:15]=[CH:14][CH:13]=[CH:12][CH:11]=1. The yield is 0.750. (3) The reactants are [CH3:1][O:2][C:3]([C:5]1([C:8]2[CH:13]=[CH:12][C:11]([O:14]C)=[C:10]([N+:16]([O-:18])=[O:17])[CH:9]=2)[CH2:7][CH2:6]1)=[O:4].B(Br)(Br)Br.O. The catalyst is C(Cl)Cl. The product is [CH3:1][O:2][C:3]([C:5]1([C:8]2[CH:13]=[CH:12][C:11]([OH:14])=[C:10]([N+:16]([O-:18])=[O:17])[CH:9]=2)[CH2:6][CH2:7]1)=[O:4]. The yield is 0.780. (4) The reactants are [CH:1]([S:3]([CH:6]=[CH2:7])(=[O:5])=[O:4])=C.C[Si](C)(C)[O:10][C:11]([CH:13]=[CH2:14])=[CH2:12]. The catalyst is C1(C)C=CC=CC=1. The product is [CH3:1][S:3]([CH:6]1[CH2:7][CH2:12][C:11](=[O:10])[CH2:13][CH2:14]1)(=[O:5])=[O:4]. The yield is 0.260. (5) The reactants are [N:1]1([CH2:10][CH2:11][CH2:12][CH2:13][CH2:14][CH2:15][CH2:16][CH2:17][NH:18][C:19](=[O:29])[C:20]2[CH:25]=[C:24](I)[C:23]([OH:27])=[C:22](I)[CH:21]=2)[C:9]2[C:4](=[CH:5][CH:6]=[CH:7][CH:8]=2)[CH:3]=[CH:2]1.C([O-])([O-])=O.[K+].[K+].[Cl:36][C:37]1[CH:38]=[C:39](B(O)O)[CH:40]=[CH:41][CH:42]=1.[CH2:46]([Cl:48])Cl. The yield is 0.790. The catalyst is C1C=CC(P(C2C=CC=CC=2)[C-]2C=CC=C2)=CC=1.C1C=CC(P(C2C=CC=CC=2)[C-]2C=CC=C2)=CC=1.Cl[Pd]Cl.[Fe+2].O1CCOCC1. The product is [N:1]1([CH2:10][CH2:11][CH2:12][CH2:13][CH2:14][CH2:15][CH2:16][CH2:17][NH:18][C:19](=[O:29])[C:20]2[CH:25]=[C:24]([C:41]3[CH:40]=[CH:39][CH:38]=[C:37]([Cl:36])[CH:42]=3)[C:23]([OH:27])=[C:22]([C:3]3[CH:4]=[CH:5][CH:6]=[C:46]([Cl:48])[CH:2]=3)[CH:21]=2)[C:9]2[C:4](=[CH:5][CH:6]=[CH:7][CH:8]=2)[CH:3]=[CH:2]1. (6) The reactants are [C:51]12([C:45]3[CH:44]=[C:43](B4OB([C:43]5[CH:48]=[CH:47][C:46]([O:49][CH3:50])=[C:45]([C:51]67[CH2:52][CH:53]8[CH2:59][CH:57]([CH2:56][CH:55]([CH2:54]8)[CH2:60]6)[CH2:58]7)[CH:44]=5)OB([C:43]5[CH:48]=[CH:47][C:46]([O:49][CH3:50])=[C:45]([C:51]67[CH2:60][CH:55]8[CH2:56][CH:57]([CH2:59][CH:53]([CH2:54]8)[CH2:52]6)[CH2:58]7)[CH:44]=5)O4)[CH:48]=[CH:47][C:46]=3[O:49][CH3:50])[CH2:52][CH:53]3[CH2:59][CH:57]([CH2:56][CH:55]([CH2:54]3)[CH2:60]1)[CH2:58]2.FC(F)(F)S(O[C:67]1[CH:76]=[CH:75][C:74]2[C:69](=[CH:70][CH:71]=[C:72]([Br:77])[CH:73]=2)[CH:68]=1)(=O)=O.[O-]P([O-])([O-])=O.[K+].[K+].[K+].C1COCC1. The catalyst is C1C=CC([P]([Pd]([P](C2C=CC=CC=2)(C2C=CC=CC=2)C2C=CC=CC=2)([P](C2C=CC=CC=2)(C2C=CC=CC=2)C2C=CC=CC=2)[P](C2C=CC=CC=2)(C2C=CC=CC=2)C2C=CC=CC=2)(C2C=CC=CC=2)C2C=CC=CC=2)=CC=1.O. The product is [C:51]12([C:45]3[CH:44]=[C:43]([C:67]4[CH:68]=[C:69]5[C:74](=[CH:75][CH:76]=4)[CH:73]=[C:72]([Br:77])[CH:71]=[CH:70]5)[CH:48]=[CH:47][C:46]=3[O:49][CH3:50])[CH2:52][CH:53]3[CH2:54][CH:55]([CH2:56][CH:57]([CH2:59]3)[CH2:58]1)[CH2:60]2. The yield is 0.850. (7) The catalyst is C(Cl)Cl.CO.CO. The product is [CH:1]1([C:7]2[CH:8]=[CH:9][C:10]3[O:14][C:13]([C:15]4[CH:16]=[CH:17][C:18]([CH2:19][N:28]5[CH2:31][CH:30]([C:32]([OH:34])=[O:33])[CH2:29]5)=[CH:21][CH:22]=4)=[CH:12][C:11]=3[CH:23]=2)[CH2:2][CH2:3][CH2:4][CH2:5][CH2:6]1. The yield is 0.420. The reactants are [CH:1]1([C:7]2[CH:8]=[CH:9][C:10]3[O:14][C:13]([C:15]4[CH:22]=[CH:21][C:18]([CH:19]=O)=[CH:17][CH:16]=4)=[CH:12][C:11]=3[CH:23]=2)[CH2:6][CH2:5][CH2:4][CH2:3][CH2:2]1.C(O)(=O)C.[NH:28]1[CH2:31][CH:30]([C:32]([OH:34])=[O:33])[CH2:29]1.C([BH3-])#N.[Na+].